From a dataset of Peptide-MHC class II binding affinity with 134,281 pairs from IEDB. Regression. Given a peptide amino acid sequence and an MHC pseudo amino acid sequence, predict their binding affinity value. This is MHC class II binding data. The peptide sequence is YFKGNFERLAITKGK. The MHC is HLA-DPA10201-DPB11401 with pseudo-sequence HLA-DPA10201-DPB11401. The binding affinity (normalized) is 0.239.